Dataset: Forward reaction prediction with 1.9M reactions from USPTO patents (1976-2016). Task: Predict the product of the given reaction. (1) Given the reactants [CH3:1][C:2]1[CH:3]=[CH:4][C:5]2[NH:9][C:8](=[O:10])[N:7]([CH:11]3[CH2:16][CH2:15][N:14]([C:17]4([CH3:22])[CH2:21][CH2:20][NH:19][CH2:18]4)[CH2:13][CH2:12]3)[C:6]=2[CH:23]=1.[C:24](Cl)(=[O:27])[O:25][CH3:26], predict the reaction product. The product is: [CH3:22][C:17]1([N:14]2[CH2:13][CH2:12][CH:11]([N:7]3[C:6]4[CH:23]=[C:2]([CH3:1])[CH:3]=[CH:4][C:5]=4[NH:9][C:8]3=[O:10])[CH2:16][CH2:15]2)[CH2:21][CH2:20][N:19]([C:24]([O:25][CH3:26])=[O:27])[CH2:18]1. (2) Given the reactants [NH2:1][C:2]1[N:7]=[CH:6][N:5]=[C:4]2[N:8]([CH:12]3[CH2:17][CH2:16][N:15](C(OC(C)(C)C)=O)[CH2:14][CH2:13]3)[N:9]=[C:10]([I:11])[C:3]=12.[ClH:25], predict the reaction product. The product is: [ClH:25].[ClH:25].[I:11][C:10]1[C:3]2[C:4](=[N:5][CH:6]=[N:7][C:2]=2[NH2:1])[N:8]([CH:12]2[CH2:17][CH2:16][NH:15][CH2:14][CH2:13]2)[N:9]=1.